Task: Predict the product of the given reaction.. Dataset: Forward reaction prediction with 1.9M reactions from USPTO patents (1976-2016) (1) The product is: [C:11]1([C:20]2[CH:21]=[CH:22][CH:23]=[CH:24][CH:25]=2)[CH:12]=[CH:13][C:14]([C:17]([N:9]2[CH2:10][CH:7]([C:4]3[CH:5]=[CH:6][N:1]=[CH:2][CH:3]=3)[CH2:8]2)=[O:18])=[CH:15][CH:16]=1. Given the reactants [N:1]1[CH:6]=[CH:5][C:4]([CH:7]2[CH2:10][NH:9][CH2:8]2)=[CH:3][CH:2]=1.[C:11]1([C:20]2[CH:25]=[CH:24][CH:23]=[CH:22][CH:21]=2)[CH:16]=[CH:15][C:14]([C:17](O)=[O:18])=[CH:13][CH:12]=1.CN(C(ON1N=NC2C=CC=CC1=2)=[N+](C)C)C.F[P-](F)(F)(F)(F)F.CCN(C(C)C)C(C)C, predict the reaction product. (2) Given the reactants [CH3:1][O:2][C:3]([CH:5]1[CH2:10][CH2:9][NH:8][CH2:7][CH2:6]1)=[O:4].CCN(CC)CC.[C:18]([O:22][C:23](=[O:26])[CH2:24]Br)([CH3:21])([CH3:20])[CH3:19], predict the reaction product. The product is: [CH3:1][O:2][C:3]([CH:5]1[CH2:10][CH2:9][N:8]([CH2:24][C:23]([O:22][C:18]([CH3:21])([CH3:20])[CH3:19])=[O:26])[CH2:7][CH2:6]1)=[O:4].